This data is from Reaction yield outcomes from USPTO patents with 853,638 reactions. The task is: Predict the reaction yield, written as a fraction of the theoretical maximum amount of product (1.0 means a 100% yield; for example, 0.34 means a 34% yield). (1) The reactants are [CH:1]1([NH:4][C:5](=[O:43])[C:6]2[CH:11]=[CH:10][C:9]([C:12]3[CH:13]=[N:14][N:15]4[C:20]([N:21]([CH2:29][C:30]5[CH:35]=[CH:34][C:33]([O:36][CH3:37])=[CH:32][CH:31]=5)[CH2:22][CH:23]5[CH2:28][CH2:27][O:26][CH2:25][CH2:24]5)=[N:19][C:18](S(C)(=O)=O)=[N:17][C:16]=34)=[CH:8][C:7]=2[CH3:42])[CH2:3][CH2:2]1.[C:44]1([OH:50])[CH:49]=[CH:48][CH:47]=[CH:46][CH:45]=1.C1CCN2C(=NCCC2)CC1. The catalyst is COCCOC. The product is [CH:1]1([NH:4][C:5](=[O:43])[C:6]2[CH:11]=[CH:10][C:9]([C:12]3[CH:13]=[N:14][N:15]4[C:20]([N:21]([CH2:29][C:30]5[CH:35]=[CH:34][C:33]([O:36][CH3:37])=[CH:32][CH:31]=5)[CH2:22][CH:23]5[CH2:28][CH2:27][O:26][CH2:25][CH2:24]5)=[N:19][C:18]([O:50][C:44]5[CH:49]=[CH:48][CH:47]=[CH:46][CH:45]=5)=[N:17][C:16]=34)=[CH:8][C:7]=2[CH3:42])[CH2:3][CH2:2]1. The yield is 0.790. (2) The reactants are [NH2:1][C:2]1[C:3]([NH:19][CH3:20])=[C:4]([CH:9]=[C:10]([C:12]2[C:13]([CH3:18])=[N:14][O:15][C:16]=2[CH3:17])[CH:11]=1)[C:5]([O:7][CH3:8])=[O:6].Cl.[CH:22]1(C(=N)OCC)[CH2:24][CH2:23]1.[C:30]1(C)C=CC=CC=1. The catalyst is CO. The product is [CH:22]1([C:20]2[N:19]([CH3:30])[C:3]3[C:4]([C:5]([O:7][CH3:8])=[O:6])=[CH:9][C:10]([C:12]4[C:13]([CH3:18])=[N:14][O:15][C:16]=4[CH3:17])=[CH:11][C:2]=3[N:1]=2)[CH2:24][CH2:23]1. The yield is 0.980.